Predict the product of the given reaction. From a dataset of Forward reaction prediction with 1.9M reactions from USPTO patents (1976-2016). (1) The product is: [OH:32][C@@:25]1([C:23]#[C:24][C:2]2[CH:3]=[CH:4][C:5]3[O:11][CH2:10][CH2:9][N:8]4[C:12]([C:18]([F:21])([F:20])[F:19])=[C:13]([C:15]([NH2:17])=[O:16])[N:14]=[C:7]4[C:6]=3[CH:22]=2)[CH2:29][CH2:28][N:27]([CH3:30])[C:26]1=[O:31]. Given the reactants Br[C:2]1[CH:3]=[CH:4][C:5]2[O:11][CH2:10][CH2:9][N:8]3[C:12]([C:18]([F:21])([F:20])[F:19])=[C:13]([C:15]([NH2:17])=[O:16])[N:14]=[C:7]3[C:6]=2[CH:22]=1.[C:23]([C@:25]1([OH:32])[CH2:29][CH2:28][N:27]([CH3:30])[C:26]1=[O:31])#[CH:24], predict the reaction product. (2) Given the reactants [C:1]([CH2:3][C:4]1[CH:12]=[C:11]([O:13][CH3:14])[CH:10]=[CH:9][C:5]=1[C:6](O)=[O:7])#[N:2].[NH2:15][C:16]1[CH:20]=[C:19]([CH3:21])[NH:18][N:17]=1, predict the reaction product. The product is: [CH3:14][O:13][C:11]1[CH:12]=[C:4]2[C:5](=[CH:9][CH:10]=1)[C:6](=[O:7])[NH:2][C:1]([NH:15][C:16]1[CH:20]=[C:19]([CH3:21])[NH:18][N:17]=1)=[CH:3]2. (3) Given the reactants C[O:2][C:3](=[O:30])/[CH:4]=[CH:5]/[C:6]1[CH:7]=[C:8]2[C:26](=[CH:27][CH:28]=1)[O:25][C:11]1([CH2:16][CH2:15][N:14]([CH:17]([C:19]3[CH:24]=[CH:23][CH:22]=[CH:21][CH:20]=3)[CH3:18])[CH2:13][CH2:12]1)[CH2:10][C:9]2=[O:29].[OH-].[Na+], predict the reaction product. The product is: [C:19]1([CH:17]([N:14]2[CH2:15][CH2:16][C:11]3([CH2:10][C:9](=[O:29])[C:8]4[C:26](=[CH:27][CH:28]=[C:6](/[CH:5]=[CH:4]/[C:3]([OH:30])=[O:2])[CH:7]=4)[O:25]3)[CH2:12][CH2:13]2)[CH3:18])[CH:24]=[CH:23][CH:22]=[CH:21][CH:20]=1. (4) Given the reactants [C:1]([O:5][C:6]([N:8]1[CH2:13][C@@H:12]2[CH2:14][C@H:9]1[CH2:10][N:11]2[C:15]1[N:20]=[CH:19][C:18](Br)=[CH:17][N:16]=1)=[O:7])([CH3:4])([CH3:3])[CH3:2].[CH2:22]([Sn](CCCC)(CCCC)C=C)[CH2:23]CC.C(OCC)(=O)C.O, predict the reaction product. The product is: [C:1]([O:5][C:6]([N:8]1[CH2:13][C@@H:12]2[CH2:14][C@H:9]1[CH2:10][N:11]2[C:15]1[N:20]=[CH:19][C:18]([CH:22]=[CH2:23])=[CH:17][N:16]=1)=[O:7])([CH3:4])([CH3:3])[CH3:2]. (5) Given the reactants [CH3:1][O:2][CH2:3][O:4][C:5]1[CH:14]=[CH:13][C:12]2[O:11][CH:10]([C:15]3[CH:20]=[CH:19][C:18]([O:21][CH2:22][O:23][CH3:24])=[CH:17][CH:16]=3)[CH:9]3[CH2:25][C:26](=[O:28])[CH2:27][CH:8]3[C:7]=2[CH:6]=1.[Cl-].[NH4+], predict the reaction product. The product is: [CH3:1][O:2][CH2:3][O:4][C:5]1[CH:14]=[CH:13][C:12]2[O:11][CH:10]([C:15]3[CH:16]=[CH:17][C:18]([O:21][CH2:22][O:23][CH3:24])=[CH:19][CH:20]=3)[CH:9]3[CH2:25][CH:26]([OH:28])[CH2:27][CH:8]3[C:7]=2[CH:6]=1. (6) Given the reactants [NH:1]1[CH2:6][CH2:5][CH2:4][CH2:3][CH:2]1[C:7]([OH:9])=[O:8].Cl.[C:11]([CH:15]1[CH2:20][CH2:19][CH:18]([O:21][C:22]2[CH:23]=[C:24]3[C:29](=[CH:30][CH:31]=2)[CH:28]=[C:27]([CH:32]=O)[CH:26]=[CH:25]3)[CH2:17][CH2:16]1)([CH3:14])([CH3:13])[CH3:12].ClCCCl.C(O)(=O)C.C(O[BH-](OC(=O)C)OC(=O)C)(=O)C.[Na+], predict the reaction product. The product is: [C:11]([CH:15]1[CH2:20][CH2:19][CH:18]([O:21][C:22]2[CH:23]=[C:24]3[C:29](=[CH:30][CH:31]=2)[CH:28]=[C:27]([CH2:32][N:1]2[CH2:6][CH2:5][CH2:4][CH2:3][CH:2]2[C:7]([OH:9])=[O:8])[CH:26]=[CH:25]3)[CH2:17][CH2:16]1)([CH3:14])([CH3:13])[CH3:12]. (7) Given the reactants Cl.Cl.Cl.[CH3:4][O:5][C:6]1[CH:7]=[C:8]([NH:18][C:19]2[S:20][C:21]3[CH2:22][NH:23][CH2:24][CH2:25][C:26]=3[N:27]=2)[CH:9]=[CH:10][C:11]=1[N:12]1[CH:16]=[C:15]([CH3:17])[N:14]=[CH:13]1.[C:28]1([CH2:34][S:35](Cl)(=[O:37])=[O:36])[CH:33]=[CH:32][CH:31]=[CH:30][CH:29]=1, predict the reaction product. The product is: [CH3:4][O:5][C:6]1[CH:7]=[C:8]([NH:18][C:19]2[S:20][C:21]3[CH2:22][N:23]([S:35]([CH2:34][C:28]4[CH:33]=[CH:32][CH:31]=[CH:30][CH:29]=4)(=[O:37])=[O:36])[CH2:24][CH2:25][C:26]=3[N:27]=2)[CH:9]=[CH:10][C:11]=1[N:12]1[CH:16]=[C:15]([CH3:17])[N:14]=[CH:13]1. (8) Given the reactants C(OC(=O)[NH:7][C:8]1[CH:13]=[CH:12][C:11]([C:14]2[CH:19]=[CH:18][C:17]([F:20])=[CH:16][C:15]=2[O:21]COC)=[CH:10][C:9]=1[NH:25][C:26](=[O:41])[CH2:27][C:28]([C:30]1[CH:35]=[CH:34][CH:33]=[C:32]([N:36]2[CH:40]=[CH:39][N:38]=[CH:37]2)[CH:31]=1)=O)(C)(C)C.C(O)(C(F)(F)F)=O, predict the reaction product. The product is: [F:20][C:17]1[CH:18]=[CH:19][C:14]([C:11]2[CH:12]=[CH:13][C:8]3[N:7]=[C:28]([C:30]4[CH:35]=[CH:34][CH:33]=[C:32]([N:36]5[CH:40]=[CH:39][N:38]=[CH:37]5)[CH:31]=4)[CH2:27][C:26](=[O:41])[NH:25][C:9]=3[CH:10]=2)=[C:15]([OH:21])[CH:16]=1. (9) The product is: [NH:1]1[CH2:6][CH2:5][CH2:4][CH:3]([NH:7][C:8](=[O:14])[O:9][C:10]([CH3:12])([CH3:11])[CH3:13])[CH2:2]1. Given the reactants [N:1]1[CH:6]=[CH:5][CH:4]=[C:3]([NH:7][C:8](=[O:14])[O:9][C:10]([CH3:13])([CH3:12])[CH3:11])[CH:2]=1.[OH-].[Na+], predict the reaction product.